From a dataset of Full USPTO retrosynthesis dataset with 1.9M reactions from patents (1976-2016). Predict the reactants needed to synthesize the given product. Given the product [N+:1]([C:4]1[C:5]([NH:14][C:16]2[CH:21]=[CH:20][C:19]([CH2:22][CH2:23][OH:24])=[CH:18][CH:17]=2)=[CH:6][C:7]2[O:12][CH2:11][CH2:10][O:9][C:8]=2[CH:13]=1)([O-:3])=[O:2], predict the reactants needed to synthesize it. The reactants are: [N+:1]([C:4]1[C:5]([NH2:14])=[CH:6][C:7]2[O:12][CH2:11][CH2:10][O:9][C:8]=2[CH:13]=1)([O-:3])=[O:2].Br[C:16]1[CH:21]=[CH:20][C:19]([CH2:22][CH2:23][OH:24])=[CH:18][CH:17]=1.